Dataset: Reaction yield outcomes from USPTO patents with 853,638 reactions. Task: Predict the reaction yield, written as a fraction of the theoretical maximum amount of product (1.0 means a 100% yield; for example, 0.34 means a 34% yield). (1) The reactants are C[O:2][C:3]([C:5]1[CH:13]=[C:12]2[C:8]([C:9]([CH:32]3[CH2:37][CH2:36][CH2:35][CH2:34][CH2:33]3)=[C:10]([C:23]3[CH:28]=[CH:27][C:26]([NH2:29])=[C:25]([CH:30]=O)[CH:24]=3)[N:11]2[CH2:14][C:15]([N:17]2[CH2:22][CH2:21][O:20][CH2:19][CH2:18]2)=[O:16])=[CH:7][CH:6]=1)=[O:4].[F:38][C:39]([F:50])([F:49])[C:40]1[CH:45]=[CH:44][CH:43]=[CH:42][C:41]=1[C:46](=O)[CH3:47]. No catalyst specified. The product is [CH:32]1([C:9]2[C:8]3[C:12](=[CH:13][C:5]([C:3]([OH:2])=[O:4])=[CH:6][CH:7]=3)[N:11]([CH2:14][C:15]([N:17]3[CH2:18][CH2:19][O:20][CH2:21][CH2:22]3)=[O:16])[C:10]=2[C:23]2[CH:24]=[C:25]3[C:26](=[CH:27][CH:28]=2)[N:29]=[C:46]([C:41]2[CH:42]=[CH:43][CH:44]=[CH:45][C:40]=2[C:39]([F:38])([F:49])[F:50])[CH:47]=[CH:30]3)[CH2:37][CH2:36][CH2:35][CH2:34][CH2:33]1. The yield is 0.290. (2) The reactants are [F:1][CH:2]([F:43])[C:3]1[N:7]([C:8]2[N:13]=[C:12]([NH:14][CH:15]3[CH2:20][CH2:19][N:18]([C:21]([O:23][C:24]([CH3:27])([CH3:26])[CH3:25])=[O:22])[CH2:17][CH2:16]3)[C:11]([N+:28]([O-])=O)=[C:10]([N:31]3[CH2:36][CH2:35][O:34][CH2:33][CH2:32]3)[N:9]=2)[C:6]2[CH:37]=[CH:38][CH:39]=[C:40]([O:41][CH3:42])[C:5]=2[N:4]=1. The catalyst is CO.C1COCC1.[Pd]. The product is [NH2:28][C:11]1[C:12]([NH:14][CH:15]2[CH2:20][CH2:19][N:18]([C:21]([O:23][C:24]([CH3:27])([CH3:26])[CH3:25])=[O:22])[CH2:17][CH2:16]2)=[N:13][C:8]([N:7]2[C:6]3[CH:37]=[CH:38][CH:39]=[C:40]([O:41][CH3:42])[C:5]=3[N:4]=[C:3]2[CH:2]([F:1])[F:43])=[N:9][C:10]=1[N:31]1[CH2:32][CH2:33][O:34][CH2:35][CH2:36]1. The yield is 0.940. (3) The reactants are [OH:1][CH:2]1[CH2:5][N:4]([C:6]2[S:7][CH:8]=[C:9]([C:11](=[O:19])[NH:12][C:13]3[CH:18]=[CH:17][CH:16]=[CH:15][CH:14]=3)[N:10]=2)[CH2:3]1.[CH3:20][S:21](Cl)(=[O:23])=[O:22].C(N(CC)CC)C. The catalyst is C(Cl)Cl. The product is [CH3:20][S:21]([O:1][CH:2]1[CH2:3][N:4]([C:6]2[S:7][CH:8]=[C:9]([C:11](=[O:19])[NH:12][C:13]3[CH:18]=[CH:17][CH:16]=[CH:15][CH:14]=3)[N:10]=2)[CH2:5]1)(=[O:23])=[O:22]. The yield is 0.890. (4) The reactants are [CH3:1][O:2][C:3](=[O:30])[C@@H:4]([NH:10][C:11]([C:24]1[CH:29]=[CH:28][CH:27]=[CH:26][CH:25]=1)([C:18]1[CH:23]=[CH:22][CH:21]=[CH:20][CH:19]=1)[C:12]1[CH:17]=[CH:16][CH:15]=[CH:14][CH:13]=1)[C@H:5]([N:7]=[N+]=[N-])[CH3:6]. The catalyst is CCOC(C)=O.[Pd]. The product is [CH3:1][O:2][C:3](=[O:30])[C@@H:4]([NH:10][C:11]([C:24]1[CH:29]=[CH:28][CH:27]=[CH:26][CH:25]=1)([C:12]1[CH:13]=[CH:14][CH:15]=[CH:16][CH:17]=1)[C:18]1[CH:23]=[CH:22][CH:21]=[CH:20][CH:19]=1)[C@H:5]([NH2:7])[CH3:6]. The yield is 0.990. (5) The yield is 0.437. The reactants are Br[C:2]1[N:3]=[CH:4][C:5]([NH2:8])=[N:6][CH:7]=1.[NH:9]1[CH2:13][CH2:12][CH2:11][CH2:10]1. The catalyst is C(OCC)(=O)C. The product is [N:9]1([C:2]2[N:3]=[CH:4][C:5]([NH2:8])=[N:6][CH:7]=2)[CH2:13][CH2:12][CH2:11][CH2:10]1.